Dataset: Full USPTO retrosynthesis dataset with 1.9M reactions from patents (1976-2016). Task: Predict the reactants needed to synthesize the given product. (1) Given the product [CH:1]1([CH2:4][N:5]2[CH2:9][CH2:8][N:7]([C:10]3[S:11][C:12]([C:15]([NH:57][CH2:56][C:52]4[CH:51]=[N:50][CH:55]=[CH:54][CH:53]=4)=[O:17])=[CH:13][N:14]=3)[C:6]2=[O:18])[CH2:2][CH2:3]1, predict the reactants needed to synthesize it. The reactants are: [CH:1]1([CH2:4][N:5]2[CH2:9][CH2:8][N:7]([C:10]3[S:11][C:12]([C:15]([OH:17])=O)=[CH:13][N:14]=3)[C:6]2=[O:18])[CH2:3][CH2:2]1.C(N(CC)C(C)C)(C)C.Cl.C(N=C=NCCCN(C)C)C.ON1C2C=CC=CC=2N=N1.[N:50]1[CH:55]=[CH:54][CH:53]=[C:52]([CH2:56][NH2:57])[CH:51]=1. (2) Given the product [CH2:1]([O:3][C:4]([C:6]12[CH2:8][CH:7]1[CH:42]=[CH:41][CH2:40][CH2:39][CH2:38][CH2:37][N:35]([CH3:36])[C:34](=[O:43])[CH:15]1[CH:14]([CH2:18][CH:17]([O:19][C:20]3[CH:25]=[C:24]([O:26][CH3:27])[N:23]=[C:22]([C:28]4[CH:29]=[CH:30][CH:31]=[CH:32][CH:33]=4)[N:21]=3)[CH2:16]1)[C:12](=[O:13])[NH:11]2)=[O:5])[CH3:2], predict the reactants needed to synthesize it. The reactants are: [CH2:1]([O:3][C:4]([C:6]1([NH:11][C:12]([CH:14]2[CH2:18][CH:17]([O:19][C:20]3[CH:25]=[C:24]([O:26][CH3:27])[N:23]=[C:22]([C:28]4[CH:33]=[CH:32][CH:31]=[CH:30][CH:29]=4)[N:21]=3)[CH2:16][CH:15]2[C:34](=[O:43])[N:35]([CH2:37][CH2:38][CH2:39][CH2:40][CH:41]=[CH2:42])[CH3:36])=[O:13])[CH2:8][CH:7]1C=C)=[O:5])[CH3:2].